This data is from Full USPTO retrosynthesis dataset with 1.9M reactions from patents (1976-2016). The task is: Predict the reactants needed to synthesize the given product. Given the product [ClH:30].[ClH:30].[NH2:1][CH2:2][CH2:3][NH:4][CH2:5][CH2:6][NH:7][CH2:8][CH2:9][NH2:10], predict the reactants needed to synthesize it. The reactants are: [NH2:1][CH2:2][CH2:3][NH:4][CH2:5][CH2:6][NH:7][CH2:8][CH2:9][NH2:10].C([Cl:30])(=O)CCCCCCC/C=C\CCCCCCCC.